Dataset: Experimentally validated miRNA-target interactions with 360,000+ pairs, plus equal number of negative samples. Task: Binary Classification. Given a miRNA mature sequence and a target amino acid sequence, predict their likelihood of interaction. (1) The miRNA is hsa-miR-539-3p with sequence AUCAUACAAGGACAAUUUCUUU. The protein sequence of the target gene is MAPGPARISLGSQLLPMVPLLLLLRGAGCGHRGPSWSSLPSAAAGLQGDRDSQQSPGDAAAALGPGAQDMVAIHMLRLYEKYNRRGAPPGGGNTVRSFRARLEMIDQKPVYFFNLTSMQDSEMILTAAFHFYSEPPRWPRAREVFCKPRAKNASCRLLTPGLPARLHLIFRSLSQNTATQGLLRGAMALTPPPRGLWQAKDISSIIKAARRDGELLLSAQLDTGEKDPGVPRPSSHMPYILVYANDLAISEPNSVAVSLQRYDPFPAGDFEPGAAPNSSADPRVRRAAQVSKPLQDNELP.... Result: 0 (no interaction). (2) Result: 1 (interaction). The miRNA is hsa-miR-302e with sequence UAAGUGCUUCCAUGCUU. The protein sequence of the target gene is MEVRASLQKVSGSSDSVATMNSEEFVLVPQYADDNSTKHEEKPQLKIVSNGDEQLEKAMEEILRDSEKRPSSLLVDCQSSSEISDHSFGDIPASQTNKPSLQLILDPSNTEISTPRPSSPGGLPEEDSVLFNKLTYLGCMKVSSPRNEVEALRAMATMKSSSQYPFPVTLYVPNVPEGSVRIIDQSSNVEIASFPIYKVLFCARGHDGTTESNCFAFTESSHGSEEFQIHVFSCEIKEAVSRILYSFCTAFKRSSRQVSDVKDSVIPTPDSDVFTFSVSLEVKEDDGKGNFSPVPKDRDK.... (3) The miRNA is hsa-miR-6845-5p with sequence CGGGGCCAGAGCAGAGAGC. The protein sequence of the target gene is MAFVCLAIGCLYTFLISTTFGCTSSSDTEIKVNPPQDFEIVDPGYLGYLYLQWQPPLSLDHFKECTVEYELKYRNIGSETWKTIITKNLHYKDGFDLNKGIEAKIHTLLPWQCTNGSEVQSSWAETTYWISPQGIPETKVQDMDCVYYNWQYLLCSWKPGIGVLLDTNYNLFYWYEGLDHALQCVDYIKADGQNIGCRFPYLEASDYKDFYICVNGSSENKPIRSSYFTFQLQNIVKPLPPVYLTFTRESSCEIKLKWSIPLGPIPARCFDYEIEIREDDTTLVTATVENETYTLKTTNE.... Result: 0 (no interaction). (4) The miRNA is hsa-miR-500a-3p with sequence AUGCACCUGGGCAAGGAUUCUG. The protein sequence of the target gene is MAEADPKMVTEPGAHGVAEEAMASTACDSGDESDSNSSSSTNSCSSSGSSSSGSSSSSSSSSSSSSSSSSSSSGSSGSSSNGSHLNRKKRVPEPSRRAQRRPSGKLFLDKLPQAVRNRVQALRNIQNECDKVDTLFLRAIHDLERKYAELNKPLYDKRFQIINAEYEPTEEECEWNSEEEFSGDEEMQDDTPNEMPPLEGEEEEESCNEKAEVKEEGTHVPEEVPEAKVEEEEAPKETPEVKTEEKDIPKEGAEEKAEEQESSKEIPEVKGEEKADSTDCIDIAPEEKEDVKEVTQANTE.... Result: 0 (no interaction). (5) The miRNA is mmu-miR-150-5p with sequence UCUCCCAACCCUUGUACCAGUG. The protein sequence of the target gene is MDDQDPGGISPLQQMVASGAGAVVTSLFMTPLDVVKVRLQSQRPSATSELTTPSRFWSLSYTKSSSALQSPGKCLLYCNGVLEPLYLCPNGTRCATWFQDPTRFTGTLDAFVKIVRHEGTRTLWSGLPATLVMTVPATAIYFTAYDQLKAFLCGQSLTSDLYAPMVAGALARMGTVTVVSPLELVRTKLQAQHVSYRELASSVQAAVTQGGWRSLWLGWGPTALRDVPFSALYWFNYELVKSWLSGLRPKDQTSVGISFVAGGISGMVAATLTLPFDVVKTQRQMSLGAVEAVRVKPPRV.... Result: 1 (interaction). (6) The miRNA is hsa-miR-570-5p with sequence AAAGGUAAUUGCAGUUUUUCCC. The protein sequence of the target gene is MLMLLVFGVLLHEVPLSGQDKAHSEADDAPGKALYDYSSLRLPAEHIPFFLHNNRHVASVCREDSHCPYKKHLENLNYCWGYEKSCAPEFRFGSPVCSYVDLGWTDTLESAQDMFWRQADFGYARERLGEIRTICQPERASDSSLVCSRYLQYCRATGLYLDLRNIKRNHDRFKEDFLQGGEIGGYCKLDSHALVSEGQRKSPLQSWFAELQGYTQLNFRPIEDAKCDIVVEKPTYFMKLDAGINMYHHFCDFLNLYLTQHVNNSFSTDVYIVMWDTSTYGYGDLFSDTWKAFTDYDVIH.... Result: 0 (no interaction). (7) The miRNA is mmu-miR-449a-5p with sequence UGGCAGUGUAUUGUUAGCUGGU. The protein sequence of the target gene is MPGTALSPLLLLLLLSWASRNEAAPDQDEIDCLPGLAKQPSFRQYSGYLRASDSKHFHYWFVESQNDPKNSPVVLWLNGGPGCSSLDGLLTEHGPFLIQPDGVTLEYNPYAWNLIANVLYIESPAGVGFSYSDDKMYVTNDTEVAENNYEALKDFFRLFPEYKDNKLFLTGESYAGIYIPTLAVLVMQDPSMNLQGLAVGNGLASYEQNDNSLVYFAYYHGLLGNRLWTSLQTHCCAQNKCNFYDNKDPECVNNLLEVSRIVGKSGLNIYNLYAPCAGGVPGRHRYEDTLVVQDFGNIFT.... Result: 1 (interaction). (8) The miRNA is mmu-miR-335-3p with sequence UUUUUCAUUAUUGCUCCUGACC. The protein sequence of the target gene is MGNTAIAKKGSEVESVKEFLAKAKEDFLRKWENPPPSNAGLEDFERKKTLGTGSFGRVMLVKHKATEQYYAMKILDKQKVVKLKQIEHTLNEKRILQAVEFPFLVRLEYSFKDNSNLYMVMEYVPGGEMFSHLRRIGRFSEPHARFYAAQIVLTFEYLHSLDLIYRDLKPENLLIDHQGYIQVTDFGFAKRVKGRTWTLCGTPEYLAPEIILSKGYNKAVDWWALGVLIYEMAAGYPPFFADQPIQIYEKIVSGKVRFPSHFSSDLKDLLRNLLQVDLTKRFGNLKNGVSDIKTHKWFAT.... Result: 1 (interaction). (9) The miRNA is hsa-miR-3917 with sequence GCUCGGACUGAGCAGGUGGG. Result: 0 (no interaction). The protein sequence of the target gene is MHTEAVGGAARRPQKLRSQAAAPACRAMPSEFTSAKLRSDCSRTSLQWYTRTQHKMRRPSLLIKDICKCTLVAFGVWLLYILILNYTAEECDMKRMHYVDPDRIKRAQSYAQEVLQKECRPRYAKTAMALLFEDRYSINLEPFVQKVPTASEAELKYDPPFGFRKFSSKVQSLLDMLPEHDFPEHLRAKACKRCVVVGNGGILHGLELGHALNQFDVVIRLNSAPVEGYSEHVGNKTTIRMTYPEGAPLSDVEYYANDLFVTVLFKSVDFKWLQAMVKNESLPFWVRLFFWKQVAEKVPL....